Dataset: Reaction yield outcomes from USPTO patents with 853,638 reactions. Task: Predict the reaction yield, written as a fraction of the theoretical maximum amount of product (1.0 means a 100% yield; for example, 0.34 means a 34% yield). (1) The reactants are [C:1]([O:5][C:6](=[O:19])[NH:7][CH2:8][CH2:9][C:10]1[CH:15]=[CH:14][C:13]([N+:16]([O-])=O)=[CH:12][CH:11]=1)([CH3:4])([CH3:3])[CH3:2].C([O-])=O.[NH4+]. The catalyst is C(O)C.[Pd].O. The product is [C:1]([O:5][C:6](=[O:19])[NH:7][CH2:8][CH2:9][C:10]1[CH:15]=[CH:14][C:13]([NH2:16])=[CH:12][CH:11]=1)([CH3:4])([CH3:2])[CH3:3]. The yield is 0.810. (2) The reactants are C([S:4][C@H:5]1[C:10]([C:11]([O:13][CH2:14][CH3:15])=[O:12])=[CH:9][CH2:8][O:7][CH2:6]1)(=O)C.Cl.C(O)C.C(=O)([O-])O.[Na+]. The catalyst is C(O)C. The product is [SH:4][C@H:5]1[C:10]([C:11]([O:13][CH2:14][CH3:15])=[O:12])=[CH:9][CH2:8][O:7][CH2:6]1. The yield is 0.910. (3) The reactants are [CH3:1][S:2]([N:5]1[CH2:9][C@H:8]([S:10][C:11]([C:24]2[CH:29]=[CH:28][CH:27]=[CH:26][CH:25]=2)([C:18]2[CH:23]=[CH:22][CH:21]=[CH:20][CH:19]=2)[C:12]2[CH:17]=[CH:16][CH:15]=[CH:14][CH:13]=2)[CH2:7][C@H:6]1[CH2:30][OH:31])(=[O:4])=[O:3].[CH2:32](Br)[C:33]1[CH:38]=[CH:37][CH:36]=[CH:35][CH:34]=1.[H-].[Na+].C(Br)C1C=CC=CC=1.[H-].[Na+]. The catalyst is CN(C=O)C. The product is [CH2:32]([O:31][CH2:30][C@@H:6]1[CH2:7][C@@H:8]([S:10][C:11]([C:12]2[CH:17]=[CH:16][CH:15]=[CH:14][CH:13]=2)([C:18]2[CH:19]=[CH:20][CH:21]=[CH:22][CH:23]=2)[C:24]2[CH:29]=[CH:28][CH:27]=[CH:26][CH:25]=2)[CH2:9][N:5]1[S:2]([CH3:1])(=[O:3])=[O:4])[C:33]1[CH:38]=[CH:37][CH:36]=[CH:35][CH:34]=1. The yield is 0.590. (4) The reactants are [CH3:1][N:2]1[C:6]([CH:7](C(OC)=O)[C:8]([O:10][C:11](C)(C)C)=[O:9])=[C:5]([N+:19]([O-:21])=[O:20])[CH:4]=[N:3]1. The catalyst is C(O)=O. The product is [CH3:1][N:2]1[C:6]([CH2:7][C:8]([O:10][CH3:11])=[O:9])=[C:5]([N+:19]([O-:21])=[O:20])[CH:4]=[N:3]1. The yield is 0.900. (5) The reactants are [CH3:1][CH:2]([CH2:8][CH2:9][C:10](=[O:12])[CH3:11])[C:3]([O:5][CH2:6][CH3:7])=[O:4].[CH3:13][Si:14]([CH3:21])([CH3:20])[N-][Si:14]([CH3:21])([CH3:20])[CH3:13].C[Si](I)(C)C. The catalyst is ClCCl. The product is [CH3:1][CH:2]([CH2:8]/[CH:9]=[C:10](\[O:12][Si:14]([CH3:21])([CH3:20])[CH3:13])/[CH3:11])[C:3]([O:5][CH2:6][CH3:7])=[O:4]. The yield is 0.900. (6) The reactants are C[O:2][C:3]([C:5]1([C:8]2[CH:9]=[CH:10][C:11]3[O:15][C:14](=[O:16])[NH:13][C:12]=3[CH:17]=2)[CH2:7][CH2:6]1)=[O:4].O[Li].O. The catalyst is CO.O. The product is [O:16]=[C:14]1[NH:13][C:12]2[CH:17]=[C:8]([C:5]3([C:3]([OH:4])=[O:2])[CH2:7][CH2:6]3)[CH:9]=[CH:10][C:11]=2[O:15]1. The yield is 0.840. (7) The reactants are FC(F)(F)C(OI(C1C=CC=CC=1)OC(=O)C(F)(F)F)=[O:4].[OH:22][C:23]1[CH:24]=[CH:25][CH:26]=[C:27]2[C:32]=1[N:31]=[C:30]([C:33]([O:35][CH2:36][CH2:37][CH2:38][CH2:39][CH2:40][CH2:41][CH2:42][CH3:43])=[O:34])[CH:29]=[CH:28]2. The catalyst is CC#N.O.C(Cl)Cl. The product is [O:4]=[C:26]1[CH:25]=[CH:24][C:23](=[O:22])[C:32]2[N:31]=[C:30]([C:33]([O:35][CH2:36][CH2:37][CH2:38][CH2:39][CH2:40][CH2:41][CH2:42][CH3:43])=[O:34])[CH:29]=[CH:28][C:27]1=2. The yield is 0.900.